From a dataset of Catalyst prediction with 721,799 reactions and 888 catalyst types from USPTO. Predict which catalyst facilitates the given reaction. (1) Reactant: F[C:2]1[CH:7]=[CH:6][C:5]([N+:8]([O-:10])=[O:9])=[C:4]([O:11][CH3:12])[CH:3]=1.[CH3:13][N:14]1[CH2:19][CH2:18][N:17]([CH2:20][CH2:21][OH:22])[CH2:16][CH2:15]1.[H-].[Na+]. Product: [CH3:13][N:14]1[CH2:19][CH2:18][N:17]([CH2:20][CH2:21][O:22][C:2]2[CH:7]=[CH:6][C:5]([N+:8]([O-:10])=[O:9])=[C:4]([O:11][CH3:12])[CH:3]=2)[CH2:16][CH2:15]1. The catalyst class is: 39. (2) Reactant: O(C([N:8](C(OC(C)(C)C)=O)[C:9]1[CH2:15][C:14]([C:16]([O:18][CH2:19][CH3:20])=[O:17])=[CH:13][C:12]2[CH:21]=[C:22]([C:25]3[CH:30]=[CH:29][CH:28]=[C:27]([O:31][CH3:32])[C:26]=3[Cl:33])[CH:23]=[CH:24][C:11]=2[N:10]=1)=O)C(C)(C)C.C(O)(C(F)(F)F)=O. Product: [NH2:8][C:9]1[CH2:15][C:14]([C:16]([O:18][CH2:19][CH3:20])=[O:17])=[CH:13][C:12]2[CH:21]=[C:22]([C:25]3[CH:30]=[CH:29][CH:28]=[C:27]([O:31][CH3:32])[C:26]=3[Cl:33])[CH:23]=[CH:24][C:11]=2[N:10]=1. The catalyst class is: 2. (3) Reactant: [C:1](Cl)(Cl)=[S:2].[CH3:5][N:6]([CH3:17])[CH2:7][CH2:8][O:9][C:10]1[CH:16]=[CH:15][C:13]([NH2:14])=[CH:12][CH:11]=1.CC[N:20](C(C)C)C(C)C. Product: [CH3:5][N:6]([CH3:17])[CH2:7][CH2:8][O:9][C:10]1[CH:16]=[CH:15][C:13]([NH:14][C:1]([NH2:20])=[S:2])=[CH:12][CH:11]=1. The catalyst class is: 1. (4) Reactant: [CH3:1][O:2][C:3]1[CH:9]=[CH:8][C:6]([NH2:7])=[C:5]([N+:10]([O-:12])=[O:11])[CH:4]=1.[CH3:13][C:14]([CH3:18])([CH3:17])[CH:15]=O.C(O)(=O)C.C(O[BH-](OC(=O)C)OC(=O)C)(=O)C.[Na+]. Product: [CH3:13][C:14]([CH3:18])([CH3:17])[CH2:15][NH:7][C:6]1[CH:8]=[CH:9][C:3]([O:2][CH3:1])=[CH:4][C:5]=1[N+:10]([O-:12])=[O:11]. The catalyst class is: 2.